Dataset: Forward reaction prediction with 1.9M reactions from USPTO patents (1976-2016). Task: Predict the product of the given reaction. (1) Given the reactants [OH:1][C:2]1[CH:11]=[CH:10][C:5]([C:6]([O:8][CH3:9])=[O:7])=[CH:4][C:3]=1[C:12]([O:14][CH3:15])=[O:13].C1OCCOCCOCCOCCOCCOC1.C(=O)([O-])[O-].[K+].[K+].[C:40]([O:44][C:45](=[O:50])[NH:46][CH2:47][CH2:48]Br)([CH3:43])([CH3:42])[CH3:41], predict the reaction product. The product is: [C:40]([O:44][C:45]([NH:46][CH2:47][CH2:48][O:1][C:2]1[CH:11]=[CH:10][C:5]([C:6]([O:8][CH3:9])=[O:7])=[CH:4][C:3]=1[C:12]([O:14][CH3:15])=[O:13])=[O:50])([CH3:43])([CH3:42])[CH3:41]. (2) The product is: [Cl:22][C:7]1[C:8]([NH:12][C:13](=[O:21])[CH2:14][CH:15]2[CH2:20][CH2:19][CH2:18][CH2:17][CH2:16]2)=[C:9]2[C:4](=[CH:5][CH:6]=1)[N:3]=[C:2]([CH:23]=[CH2:24])[CH:11]=[CH:10]2. Given the reactants Cl[C:2]1[CH:11]=[CH:10][C:9]2[C:4](=[CH:5][CH:6]=[C:7]([Cl:22])[C:8]=2[NH:12][C:13](=[O:21])[CH2:14][CH:15]2[CH2:20][CH2:19][CH2:18][CH2:17][CH2:16]2)[N:3]=1.[CH2:23]([Sn](CCCC)(CCCC)C=C)[CH2:24]CC, predict the reaction product. (3) The product is: [C:14]([N:11]1[CH2:12][CH2:13][N:8]([C:26]([O:28][C:29]([CH3:30])([CH3:31])[CH3:32])=[O:27])[CH2:9][CH2:10]1)([CH3:17])([CH3:16])[CH3:15]. Given the reactants C([N:8]1[CH2:13][CH2:12][N:11]([C:14]([CH3:17])([CH3:16])[CH3:15])[CH2:10][CH2:9]1)C1C=CC=CC=1.[C:26](O[C:26]([O:28][C:29]([CH3:32])([CH3:31])[CH3:30])=[O:27])([O:28][C:29]([CH3:32])([CH3:31])[CH3:30])=[O:27], predict the reaction product. (4) Given the reactants [C:1]1([CH3:32])[CH:6]=[CH:5][C:4]([N:7]([C:20]2[CH:29]=[CH:28][C:27]3[C:22](=[CH:23][CH:24]=[C:25]([O:30]C)[CH:26]=3)[CH:21]=2)[C:8]2[CH:17]=[CH:16][C:15]3[C:10](=[CH:11][CH:12]=[C:13]([O:18]C)[CH:14]=3)[CH:9]=2)=[CH:3][CH:2]=1.B(Br)(Br)Br, predict the reaction product. The product is: [C:1]1([CH3:32])[CH:2]=[CH:3][C:4]([N:7]([C:20]2[CH:29]=[CH:28][C:27]3[C:22](=[CH:23][CH:24]=[C:25]([OH:30])[CH:26]=3)[CH:21]=2)[C:8]2[CH:17]=[CH:16][C:15]3[C:10](=[CH:11][CH:12]=[C:13]([OH:18])[CH:14]=3)[CH:9]=2)=[CH:5][CH:6]=1.